The task is: Predict the reactants needed to synthesize the given product.. This data is from Full USPTO retrosynthesis dataset with 1.9M reactions from patents (1976-2016). (1) Given the product [F:1][C:2]1[CH:3]=[C:4]([NH:5][C:17]([C:19]2[NH:20][C:21]3[C:26]([CH:27]=2)=[CH:25][C:24]([CH:28]2[CH2:33][CH2:32][CH2:31][N:30]([CH:34]([CH3:36])[CH3:35])[CH2:29]2)=[CH:23][CH:22]=3)=[O:16])[CH:6]=[C:7]([F:9])[CH:8]=1, predict the reactants needed to synthesize it. The reactants are: [F:1][C:2]1[CH:3]=[C:4]([CH:6]=[C:7]([F:9])[CH:8]=1)[NH2:5].C[Al](C)C.C([O:16][C:17]([C:19]1[NH:20][C:21]2[C:26]([CH:27]=1)=[CH:25][C:24]([CH:28]1[CH2:33][CH2:32][CH2:31][N:30]([CH:34]([CH3:36])[CH3:35])[CH2:29]1)=[CH:23][CH:22]=2)=O)C.O. (2) Given the product [NH:7]1[CH2:8][CH2:9][CH:4]([CH:2]([OH:3])[CH3:1])[CH2:5][CH2:6]1, predict the reactants needed to synthesize it. The reactants are: [CH3:1][CH:2]([C:4]1[CH:9]=[CH:8][N:7]=[CH:6][CH:5]=1)[OH:3].CC(O)=O.[OH-].[Na+].O.